This data is from Full USPTO retrosynthesis dataset with 1.9M reactions from patents (1976-2016). The task is: Predict the reactants needed to synthesize the given product. (1) Given the product [Cl:13][C:10]1[CH:11]=[CH:12][C:7]([C:6]([NH:5][CH:1]2[CH2:2][CH2:33]2)=[O:32])=[CH:8][C:9]=1[N:14]1[CH:19]=[CH:18][N:17]=[C:16]([NH:20][C:21]([C:24]2[CH:29]=[CH:28][CH:27]=[CH:26][C:25]=2[O:30][CH2:40][CH2:41][Cl:42])([CH3:22])[CH3:23])[C:15]1=[O:31], predict the reactants needed to synthesize it. The reactants are: [CH:1]([NH:5][C:6](=[O:32])[C:7]1[CH:12]=[CH:11][C:10]([Cl:13])=[C:9]([N:14]2[CH:19]=[CH:18][N:17]=[C:16]([NH:20][C:21]([C:24]3[CH:29]=[CH:28][CH:27]=[CH:26][C:25]=3[OH:30])([CH3:23])[CH3:22])[C:15]2=[O:31])[CH:8]=1)(CC)[CH3:2].[C:33](=O)([O-])[O-].[K+].[K+].Br[CH2:40][CH2:41][Cl:42]. (2) Given the product [F:14][C:2]([F:13])([F:1])[C:3]([NH:5][CH2:6][CH:7]1[O:12][CH2:11][CH2:10][N:9]([C:23]([O:22][CH2:15][C:16]2[CH:21]=[CH:20][CH:19]=[CH:18][CH:17]=2)=[O:24])[CH2:8]1)=[O:4], predict the reactants needed to synthesize it. The reactants are: [F:1][C:2]([F:14])([F:13])[C:3]([NH:5][CH2:6][CH:7]1[O:12][CH2:11][CH2:10][NH:9][CH2:8]1)=[O:4].[CH2:15]([O:22][C:23](Cl)=[O:24])[C:16]1[CH:21]=[CH:20][CH:19]=[CH:18][CH:17]=1.C(N(CC)CC)C. (3) Given the product [Br:1][C:2]1[CH:3]=[C:4]([S:11]([N:27]2[CH2:26][CH2:25][N:24]([C:30]([O:32][C:33]([CH3:36])([CH3:35])[CH3:34])=[O:31])[CH2:29][CH2:28]2)(=[O:13])=[O:12])[CH:5]=[C:6]([N+:8]([O-:10])=[O:9])[CH:7]=1, predict the reactants needed to synthesize it. The reactants are: [Br:1][C:2]1[CH:3]=[C:4]([S:11](Cl)(=[O:13])=[O:12])[CH:5]=[C:6]([N+:8]([O-:10])=[O:9])[CH:7]=1.C(N(CC)C(C)C)(C)C.[N:24]1([C:30]([O:32][C:33]([CH3:36])([CH3:35])[CH3:34])=[O:31])[CH2:29][CH2:28][NH:27][CH2:26][CH2:25]1. (4) Given the product [CH:3]1(/[CH:1]=[CH:2]/[B:7]2[O:8][C:9]3[CH:14]=[CH:13][CH:12]=[CH:11][C:10]=3[O:6]2)[CH2:5][CH2:4]1, predict the reactants needed to synthesize it. The reactants are: [C:1]([CH:3]1[CH2:5][CH2:4]1)#[CH:2].[O:6]1[C:10]2[CH:11]=[CH:12][CH:13]=[CH:14][C:9]=2[O:8][BH:7]1. (5) Given the product [Cl:1][C:2]1[CH:7]=[CH:6][N:5]=[C:4]([C:8]2[CH:13]=[C:12]([OH:14])[CH:11]=[C:10]([CH2:15][N:18]([CH3:17])[CH2:19][CH2:20][C:21]3[CH:26]=[CH:25][CH:24]=[CH:23][N:22]=3)[N:9]=2)[CH:3]=1, predict the reactants needed to synthesize it. The reactants are: [Cl:1][C:2]1[CH:7]=[CH:6][N:5]=[C:4]([C:8]2[CH:13]=[C:12]([OH:14])[CH:11]=[C:10]([CH2:15]Cl)[N:9]=2)[CH:3]=1.[CH3:17][NH:18][CH2:19][CH2:20][C:21]1[CH:26]=[CH:25][CH:24]=[CH:23][N:22]=1.C(N(CC)CC)C. (6) Given the product [C:2]([C:3]1[C:24]([CH2:25][CH2:26][CH3:27])=[N:23][C:34]([C:33]([F:38])([F:37])[F:32])=[CH:5][CH:4]=1)(=[O:6])[CH2:1][CH3:17], predict the reactants needed to synthesize it. The reactants are: [CH3:1][C:2](=[O:6])[CH2:3][CH2:4][CH3:5].[Li+].C[Si]([N-][Si](C)(C)C)(C)C.[C:17](Cl)(=O)CCC.[NH2:23][CH:24]=[CH:25][C:26](=O)[C:27](F)(F)F.[F:32][C:33]([F:38])([F:37])[C:34](O)=O. (7) Given the product [F:43][C:36]1[CH:37]=[C:38]([O:15][CH2:14][C@@H:9]2[CH2:10][CH2:11][CH2:12][CH2:13][C@H:8]2[C:5]2[CH:4]=[CH:3][C:2]([F:1])=[CH:7][CH:6]=2)[C:39]([F:41])=[CH:40][C:35]=1[S:32]([NH:31][C:44]1[S:48][N:47]=[CH:46][N:45]=1)(=[O:33])=[O:34], predict the reactants needed to synthesize it. The reactants are: [F:1][C:2]1[CH:7]=[CH:6][C:5]([C@@H:8]2[CH2:13][CH2:12][CH2:11][CH2:10][C@H:9]2[CH2:14][OH:15])=[CH:4][CH:3]=1.C[Si]([N-][Si](C)(C)C)(C)C.[Li+].COC1C=C(OC)C=CC=1C[N:31]([C:44]1[S:48][N:47]=[CH:46][N:45]=1)[S:32]([C:35]1[CH:40]=[C:39]([F:41])[C:38](F)=[CH:37][C:36]=1[F:43])(=[O:34])=[O:33].[Cl-].[NH4+]. (8) Given the product [CH2:1]([O:3][C:4]([C:6]1[CH:11]=[CH:10][CH:9]=[C:8]([CH2:12][Br:20])[N:7]=1)=[O:5])[CH3:2], predict the reactants needed to synthesize it. The reactants are: [CH2:1]([O:3][C:4]([C:6]1[CH:11]=[CH:10][CH:9]=[C:8]([CH3:12])[N:7]=1)=[O:5])[CH3:2].C1C(=O)N([Br:20])C(=O)C1. (9) Given the product [Cl:1][C:2]1[CH:18]=[C:17]([Cl:19])[CH:16]=[CH:15][C:3]=1[CH2:4][NH:5][C:6]([C:7]1[CH:12]=[CH:11][C:10](=[O:13])[N:9]([CH3:20])[CH:8]=1)=[O:14], predict the reactants needed to synthesize it. The reactants are: [Cl:1][C:2]1[CH:18]=[C:17]([Cl:19])[CH:16]=[CH:15][C:3]=1[CH2:4][NH:5][C:6](=[O:14])[C:7]1[CH:12]=[CH:11][C:10]([OH:13])=[N:9][CH:8]=1.[C:20](=O)([O-])[O-].[K+].[K+].CI. (10) Given the product [CH3:26][S:23]([C:20]1[CH:19]=[CH:18][C:17]([C:14]2[N:13]=[CH:12][C:11]([C:7]3[O:8][C:9]([CH3:10])=[C:5]([CH2:4][C:3]([O-:27])=[O:2])[N:6]=3)=[CH:16][CH:15]=2)=[CH:22][CH:21]=1)(=[O:24])=[O:25].[Na+:29], predict the reactants needed to synthesize it. The reactants are: C[O:2][C:3](=[O:27])[CH2:4][C:5]1[N:6]=[C:7]([C:11]2[CH:12]=[N:13][C:14]([C:17]3[CH:22]=[CH:21][C:20]([S:23]([CH3:26])(=[O:25])=[O:24])=[CH:19][CH:18]=3)=[CH:15][CH:16]=2)[O:8][C:9]=1[CH3:10].[OH-].[Na+:29].